Dataset: Experimentally validated miRNA-target interactions with 360,000+ pairs, plus equal number of negative samples. Task: Binary Classification. Given a miRNA mature sequence and a target amino acid sequence, predict their likelihood of interaction. (1) The miRNA is mmu-miR-147-3p with sequence GUGUGCGGAAAUGCUUCUGCUA. The protein sequence of the target gene is MFGRLPPCASRVRAGALVGALGARTCGSSGAQRQGSAPDDSGAGLARGALREWTLQVSPFGRLRARLPCHLAVRPLDPLAHPDGDRVQVAVCGVEHVARGLDSLQVKYDADRQEMAILSDDIDPQASVEVNAPVKFDLSIESSGSGSVKVQNIECDSCKIDTEQGTSILQSVKSQKLHVQTKGGDVICCGTVYGNIDIHASDKSTVSIEKLQGSCVNISTEDGLLQAKYLYTESSFLSSAAGNIALGNVHGNIILQSKMGNITVDSSCGCLKASSHQGAIDVYVSQLGEVALTTEEGSIA.... Result: 0 (no interaction). (2) The miRNA is hsa-miR-5700 with sequence UAAUGCAUUAAAUUAUUGAAGG. The protein sequence of the target gene is MEVPAAGRVPAEGAPTAAVAEVRCPGPAPLRLLEWRVAAGAAVRIGSVLAVFEAAASAQSSGASQSRVASGGCVRPARPERRLRSERAGVVRELCAQPGQVVAPGAVLVRLEGCSHPVVMKGLCAECGQDLTQLQSKNGKQQVPLSTATVSMVHSVPELMVSSEQAEQLGREDQQRLHRNRKLVLMVDLDQTLIHTTEQHCQQMSNKGIFHFQLGRGEPMLHTRLRPHCKDFLEKIAKLYELHVFTFGSRLYAHTIAGFLDPEKKLFSHRILSRDECIDPFSKTGNLRNLFPCGDSMVCI.... Result: 0 (no interaction). (3) The miRNA is hsa-miR-1537-5p with sequence AGCUGUAAUUAGUCAGUUUUCU. The protein sequence of the target gene is MALEQLCAVLKVLLITVLVVEGIAVAQKTQDGQNIGIKHIPATQCGIWVRTSNGGHFASPNYPDSYPPNKECIYILEAAPRQRIELTFDERYYIEPSFECRFDHLEIRDGPFGFSPLIDRYCGMKSPALIRSTGRFMWIKFSSDEELEGLGFRAKYSFIPDPDFTYLGGILNPIPDCQFELSGADGIVRSSQVEQEEKTKPGQAVDCIWTIKATPKAKIYLRFLDYQMEHSNECKRNFVAVYDGSSAIENLKAKFCSTVANDVMLKTGVGVIRMWADEGSRLSRFRMLFTSFVEPPCTSS.... Result: 0 (no interaction). (4) The miRNA is hsa-miR-4697-5p with sequence AGGGGGCGCAGUCACUGACGUG. The protein sequence of the target gene is MDMHCKADPFSAMHPGHGGVNQLGGVFVNGRPLPDVVRQRIVELAHQGVRPCDISRQLRVSHGCVSKILGRYYETGSIKPGVIGGSKPKVATPKVVDKIAEYKRQNPTMFAWEIRDRLLAEGICDNDTVPSVSSINRIIRTKVQQPFHPTPDGAGTGVTAPGHTIVPSTASPPVSSASNDPVGSYSINGILGIPRSNGEKRKRDEVEVYTDPAHIRGGGGLHLVWTLRDVSEGSVPNGDSQSGVDSLRKHLRADTFTQQQLEALDRVFERPSYPDVFQASEHIKSEQGNEYSLPALTPGL.... Result: 1 (interaction). (5) The miRNA is hsa-miR-218-1-3p with sequence AUGGUUCCGUCAAGCACCAUGG. The protein sequence of the target gene is MEIVSTGNETITEFVLLGFYDIPELHFLFFIVFTAVYVFIIIGNMLIIVAVVSSQRLHKPMYIFLANLSFLDILYTSAVMPKMLEGFLQEATISVAGCLLQFFIFGSLATAECLLLAVMAYDRYLAICYPLHYPLLMGPRRYMGLVVTTWLSGFVVDGLVVALVAQLRFCGPNHIDQFYCDFMLFVGLACSDPRVAQVTTLILSVFCLTIPFGLILTSYARIVVAVLRVPAGASRRRAFSTCSSHLAVVTTFYGTLMIFYVAPSAVHSQLLSKVFSLLYTVVTPLFNPVIYTMRNKEVHQ.... Result: 0 (no interaction). (6) The miRNA is cel-miR-1832a-3p with sequence UGGGCGGAGCGAAUCGAUGAU. The protein sequence of the target gene is MEEEEGAAAREWGATPAGPVWTAVFDYEAVGDEELTLRRGDRVQVLSQDCAVSGDEGWWTGQLPSGRVGVFPSNYVAPAAPAAPSDLQLPQEIPFHELQLEEIIGVGGFGKVYRAVWRGEEVAVKAARLDPERDPAVTAEQVRQEARLFGALQHPNIIALRGACLSPPNLCLVMEYARGGALSRVLAGRRVPPHVLVNWAVQVARGMNYLHNDAPVPIIHRDLKSINILILEAIENHNLADTVLKITDFGLAREWHKTTKMSAAGTYAWMAPEVIRLSLFSKSSDVWSFGVLLWELLTGE.... Result: 0 (no interaction). (7) The miRNA is hsa-miR-449c-3p with sequence UUGCUAGUUGCACUCCUCUCUGU. The protein sequence of the target gene is MATPYVPVPMPIGNSASSFTTNRNQRSSSFGSVSTSSNSSKGQLEDSNMGNFKQTSVPDQMDNTSSVCSSPLIRTKFTGTASSIEYSTRPRDTEEQNPETVNWEDRPSTPTILGYEVMEERAKFTVYKILVKKTPEESWVVFRRYTDFSRLNDKLKEMFPGFRLALPPKRWFKDNYNADFLEDRQLGLQAFLQNLVAHKDIANCLAVREFLCLDDPPGPFDSLEESRAFCETLEETNYRLQKELLEKQKEMESLKKLLSEKQLHIDTLENRIRTLSLEPEESLDVSETEGEQILKVESSA.... Result: 0 (no interaction).